From a dataset of Forward reaction prediction with 1.9M reactions from USPTO patents (1976-2016). Predict the product of the given reaction. (1) The product is: [Cl:1][C:2]1[CH:3]=[CH:4][C:5]([CH:8]([NH:21][C:22]2[CH:27]=[C:26]([CH3:28])[C:25](=[O:29])[N:24]([CH3:30])[CH:23]=2)[C:9]2[N:10]([CH:18]3[CH2:19][CH2:20]3)[CH:11]=[CH:12][C:13]=2[C:14]([OH:16])=[O:15])=[CH:6][CH:7]=1. Given the reactants [Cl:1][C:2]1[CH:7]=[CH:6][C:5]([CH:8]([NH:21][C:22]2[CH:27]=[C:26]([CH3:28])[C:25](=[O:29])[N:24]([CH3:30])[CH:23]=2)[C:9]2[N:10]([CH:18]3[CH2:20][CH2:19]3)[CH:11]=[CH:12][C:13]=2[C:14]([O:16]C)=[O:15])=[CH:4][CH:3]=1.[OH-].[Na+], predict the reaction product. (2) Given the reactants [Br:1][C:2]1[CH:3]=[C:4]([OH:8])[CH:5]=[CH:6][CH:7]=1.[C:9]([O:13][CH2:14][CH3:15])(=[O:12])[CH:10]=[CH2:11], predict the reaction product. The product is: [CH2:14]([O:13][C:9](=[O:12])[CH2:10][CH2:11][O:8][C:4]1[CH:5]=[CH:6][CH:7]=[C:2]([Br:1])[CH:3]=1)[CH3:15]. (3) Given the reactants [Br:1][C:2]1[C:3](=[O:14])[O:4][C:5]2[CH2:6][CH2:7][CH2:8][C:9](=O)[C:10]=2[C:11]=1[CH3:12].[NH2:15][C:16]1[CH:21]=[CH:20][CH:19]=[CH:18][CH:17]=1.Cl, predict the reaction product. The product is: [Br:1][C:2]1[C:3](=[O:14])[N:15]([C:16]2[CH:21]=[CH:20][CH:19]=[CH:18][CH:17]=2)[C:9]2[CH2:8][CH2:7][CH2:6][C:5](=[O:4])[C:10]=2[C:11]=1[CH3:12]. (4) Given the reactants Cl[CH2:2][C:3](Cl)=[O:4].[NH2:6][C:7]1[CH:20]=[C:19]2[C:10]([O:11][C:12]3[C:13]([C:21]4[NH:26][C:25](=[O:27])[CH:24]=[C:23]([N:28]5[CH2:33][CH2:32][O:31][CH2:30][CH2:29]5)[CH:22]=4)=[CH:14][CH:15]=[CH:16][C:17]=3[CH2:18]2)=[CH:9][CH:8]=1.C(N(CC)CC)C.[NH:41]1[CH2:46][CH2:45][O:44][CH2:43][CH2:42]1, predict the reaction product. The product is: [O:4]1[CH2:45][CH2:46][N:41]([CH2:42][C:43]([NH:6][C:7]2[CH:8]=[CH:9][C:10]3[O:11][C:12]4[C:17](=[CH:16][CH:15]=[CH:14][C:13]=4[C:21]4[NH:26][C:25](=[O:27])[CH:24]=[C:23]([N:28]5[CH2:33][CH2:32][O:31][CH2:30][CH2:29]5)[CH:22]=4)[CH2:18][C:19]=3[CH:20]=2)=[O:44])[CH2:2][CH2:3]1. (5) Given the reactants [OH:1][CH2:2][C@@H:3]1[O:7][C:6](=[O:8])[N:5]([C:9]2[CH:14]=[C:13]([Br:15])[CH:12]=[CH:11][N:10]=2)[CH2:4]1.O[C:17]1[CH:21]=[CH:20][O:19][N:18]=1.C1(P(C2C=CC=CC=2)C2C=CC=CC=2)C=CC=CC=1.N(C(OC(C)C)=O)=NC(OC(C)C)=O, predict the reaction product. The product is: [O:19]1[CH:20]=[CH:21][C:17]([O:1][CH2:2][C@@H:3]2[O:7][C:6](=[O:8])[N:5]([C:9]3[CH:14]=[C:13]([Br:15])[CH:12]=[CH:11][N:10]=3)[CH2:4]2)=[N:18]1. (6) Given the reactants Cl.[Cl:2][C:3]1[CH:4]=[C:5]([C:10]23[CH:15]([CH:16]=[N:17][O:18][CH2:19][CH3:20])[CH:14]2[CH2:13][N:12](C(OC(C)(C)C)=O)[CH2:11]3)[CH:6]=[CH:7][C:8]=1[Cl:9].CCCCCC, predict the reaction product. The product is: [ClH:2].[CH2:19]([O:18][N:17]=[CH:16][CH:15]1[C:10]2([C:5]3[CH:6]=[CH:7][C:8]([Cl:9])=[C:3]([Cl:2])[CH:4]=3)[CH:14]1[CH2:13][NH:12][CH2:11]2)[CH3:20].